This data is from NCI-60 drug combinations with 297,098 pairs across 59 cell lines. The task is: Regression. Given two drug SMILES strings and cell line genomic features, predict the synergy score measuring deviation from expected non-interaction effect. Drug 1: C1=C(C(=O)NC(=O)N1)F. Drug 2: C1=CC(=CC=C1C#N)C(C2=CC=C(C=C2)C#N)N3C=NC=N3. Cell line: SR. Synergy scores: CSS=40.1, Synergy_ZIP=-7.45, Synergy_Bliss=-15.3, Synergy_Loewe=-19.4, Synergy_HSA=-14.7.